The task is: Predict the reactants needed to synthesize the given product.. This data is from Full USPTO retrosynthesis dataset with 1.9M reactions from patents (1976-2016). (1) Given the product [C:20]([NH:23][CH:24]([CH2:25][S:26][C:15](=[O:16])[C:14]1[CH:18]=[CH:19][C:11]([CH3:10])=[CH:12][CH:13]=1)[C:27]([OH:29])=[O:28])(=[O:22])[CH3:21], predict the reactants needed to synthesize it. The reactants are: N1C2C=CC=CC=2N=N1.[CH3:10][C:11]1[CH:19]=[CH:18][C:14]([C:15](Cl)=[O:16])=[CH:13][CH:12]=1.[C:20]([NH:23][C@H:24]([C:27]([OH:29])=[O:28])[CH2:25][SH:26])(=[O:22])[CH3:21].CN1CCOCC1.Cl. (2) Given the product [F:23][C:2]([F:1])([F:24])[C:3]1[CH:22]=[CH:21][CH:20]=[CH:19][C:4]=1[O:5][CH:6]1[CH2:10][CH2:9][N:8]([C:11]2[S:12][C:13]([C:16]#[N:18])=[CH:14][N:15]=2)[CH2:7]1, predict the reactants needed to synthesize it. The reactants are: [F:1][C:2]([F:24])([F:23])[C:3]1[CH:22]=[CH:21][CH:20]=[CH:19][C:4]=1[O:5][CH:6]1[CH2:10][CH2:9][N:8]([C:11]2[S:12][C:13]([C:16]([NH2:18])=O)=[CH:14][N:15]=2)[CH2:7]1.C(N(CC)CC)C.S(OS(C(F)(F)F)(=O)=O)(C(F)(F)F)(=O)=O. (3) Given the product [F:15][C:16]1[CH:21]=[C:20]([C:2]2[CH:14]=[CH:13][CH:12]=[CH:11][C:3]=2[O:4][CH:5]2[CH2:10][CH2:9][NH:8][CH2:7][CH2:6]2)[CH:19]=[CH:18][C:17]=1[C:31]1[CH:36]=[N:35][C:34]([NH2:37])=[N:33][CH:32]=1, predict the reactants needed to synthesize it. The reactants are: Br[C:2]1[CH:14]=[CH:13][CH:12]=[CH:11][C:3]=1[O:4][CH:5]1[CH2:10][CH2:9][NH:8][CH2:7][CH2:6]1.[F:15][C:16]1[CH:21]=[C:20](B2OC(C)(C)C(C)(C)O2)[CH:19]=[CH:18][C:17]=1[C:31]1[CH:32]=[N:33][C:34]([NH2:37])=[N:35][CH:36]=1.